From a dataset of Reaction yield outcomes from USPTO patents with 853,638 reactions. Predict the reaction yield, written as a fraction of the theoretical maximum amount of product (1.0 means a 100% yield; for example, 0.34 means a 34% yield). (1) The reactants are [CH:1]([C:4]1[C:8]([CH:9]=O)=[CH:7][N:6]([C:11]2[CH:16]=[CH:15][C:14]([C:17]([F:20])([F:19])[F:18])=[CH:13][CH:12]=2)[N:5]=1)([CH3:3])[CH3:2].C(OP([CH2:29][C:30]([O:32][CH2:33][CH3:34])=[O:31])(OCC)=O)C.CN(C)C=O.[H-].[Na+]. The catalyst is O. The product is [CH:1]([C:4]1[C:8](/[CH:9]=[CH:29]/[C:30]([O:32][CH2:33][CH3:34])=[O:31])=[CH:7][N:6]([C:11]2[CH:16]=[CH:15][C:14]([C:17]([F:19])([F:20])[F:18])=[CH:13][CH:12]=2)[N:5]=1)([CH3:3])[CH3:2]. The yield is 0.940. (2) The reactants are [Br:1]Br.[CH3:3][O:4][C:5]1[CH:10]=[CH:9][CH:8]=[CH:7][N:6]=1.[OH-].[Na+]. The product is [Br:1][C:8]1[CH:9]=[CH:10][C:5]([O:4][CH3:3])=[N:6][CH:7]=1. The catalyst is C(O)(=O)C.C(OCC)C. The yield is 0.660.